Task: Predict the reaction yield, written as a fraction of the theoretical maximum amount of product (1.0 means a 100% yield; for example, 0.34 means a 34% yield).. Dataset: Reaction yield outcomes from USPTO patents with 853,638 reactions (1) The reactants are ClCCl.[CH2:4]([CH:7]1[O:12][CH:11](O)[CH:10]([C:14]2[CH:19]=[CH:18][C:17]([C:20]3[CH:25]=[CH:24][C:23]([CH:26]4[CH2:31][CH2:30][CH:29]([CH2:32][CH2:33][CH3:34])[CH2:28][CH2:27]4)=[C:22]([F:35])[C:21]=3[F:36])=[C:16]([F:37])[C:15]=2[F:38])[CH2:9][CH2:8]1)[CH2:5][CH3:6].C([SiH](CC)CC)C. The yield is 0.443. The product is [CH2:4]([CH:7]1[CH2:8][CH2:9][CH:10]([C:14]2[CH:19]=[CH:18][C:17]([C:20]3[CH:25]=[CH:24][C:23]([CH:26]4[CH2:31][CH2:30][CH:29]([CH2:32][CH2:33][CH3:34])[CH2:28][CH2:27]4)=[C:22]([F:35])[C:21]=3[F:36])=[C:16]([F:37])[C:15]=2[F:38])[CH2:11][O:12]1)[CH2:5][CH3:6]. The catalyst is O. (2) The reactants are [Si:1]([O:8][CH2:9][CH2:10][NH:11][S:12]([CH2:15][C:16]1[CH:21]=[CH:20][CH:19]=[CH:18][CH:17]=1)(=[O:14])=[O:13])([C:4]([CH3:7])([CH3:6])[CH3:5])([CH3:3])[CH3:2].[Li][CH2:23]CCC.ClCI. The catalyst is O1CCCC1. The product is [Si:1]([O:8][CH2:9][CH2:10][NH:11][S:12]([C:15]([C:16]1[CH:21]=[CH:20][CH:19]=[CH:18][CH:17]=1)=[CH2:23])(=[O:14])=[O:13])([C:4]([CH3:7])([CH3:6])[CH3:5])([CH3:3])[CH3:2]. The yield is 0.700. (3) The product is [Cl:1][C:2]1[C:6]([Cl:7])=[C:5]([CH3:8])[NH:4][C:3]=1[C:9]([NH:11][C@@H:12]1[CH2:17][CH2:16][N:15]([C:18]2[S:19][C:20]([C:35]([OH:37])=[O:36])=[C:21]([C:23]3[CH:28]=[N:27][C:26]([N:29]4[CH2:34][CH2:33][CH2:32][CH2:31][CH2:30]4)=[CH:25][N:24]=3)[N:22]=2)[CH2:14][C@@H:13]1[O:40][CH2:41][CH3:42])=[O:10]. The catalyst is CO. The yield is 0.318. The reactants are [Cl:1][C:2]1[C:6]([Cl:7])=[C:5]([CH3:8])[NH:4][C:3]=1[C:9]([NH:11][C@@H:12]1[CH2:17][CH2:16][N:15]([C:18]2[S:19][C:20]([C:35]([O:37]CC)=[O:36])=[C:21]([C:23]3[CH:28]=[N:27][C:26]([N:29]4[CH2:34][CH2:33][CH2:32][CH2:31][CH2:30]4)=[CH:25][N:24]=3)[N:22]=2)[CH2:14][C@@H:13]1[O:40][CH2:41][CH3:42])=[O:10].[OH-].[Na+]. (4) The reactants are [F:1][C:2]1[C:16]2[N:15]3[CH:17]=[CH:18][CH:19]=[C:14]3[C:8]3([CH2:13][CH2:12][NH:11][CH2:10][CH2:9]3)[O:7][C:6]=2[CH:5]=[CH:4][CH:3]=1.CCN(CC)CC.[F:27][C:28]([F:39])([F:38])[C:29](O[C:29](=[O:30])[C:28]([F:39])([F:38])[F:27])=[O:30]. The catalyst is ClCCl. The product is [F:27][C:28]([F:39])([F:38])[C:29]([N:11]1[CH2:12][CH2:13][C:8]2([O:7][C:6]3[CH:5]=[CH:4][CH:3]=[C:2]([F:1])[C:16]=3[N:15]3[CH:17]=[CH:18][CH:19]=[C:14]23)[CH2:9][CH2:10]1)=[O:30]. The yield is 0.500.